This data is from Forward reaction prediction with 1.9M reactions from USPTO patents (1976-2016). The task is: Predict the product of the given reaction. (1) Given the reactants [C:1]([O:5][C:6]([N:8]1[CH2:13][CH2:12][C:11](=[C:14]2[C:20]3[CH:21]=[CH:22][C:23]([Cl:25])=[CH:24][C:19]=3[C:18]([CH:26](O)[C:27]3[N:28]([CH3:32])[CH:29]=[N:30][CH:31]=3)=[CH:17][C:16]3[CH:34]=[CH:35][CH:36]=[CH:37][C:15]2=3)[CH2:10][CH2:9]1)=[O:7])([CH3:4])([CH3:3])[CH3:2].C1CCN2C(=NCCC2)CC1.C1(P([N:63]=[N+:64]=[N-:65])(C2C=CC=CC=2)=O)C=CC=CC=1, predict the reaction product. The product is: [C:1]([O:5][C:6]([N:8]1[CH2:13][CH2:12][C:11](=[C:14]2[C:20]3[CH:21]=[CH:22][C:23]([Cl:25])=[CH:24][C:19]=3[C:18]([CH:26]([N:63]=[N+:64]=[N-:65])[C:27]3[N:28]([CH3:32])[CH:29]=[N:30][CH:31]=3)=[CH:17][C:16]3[CH:34]=[CH:35][CH:36]=[CH:37][C:15]2=3)[CH2:10][CH2:9]1)=[O:7])([CH3:3])([CH3:2])[CH3:4]. (2) Given the reactants C(OC(=O)[NH:7][CH:8]1[CH2:13][CH2:12][CH:11]([CH2:14][NH:15][C:16]2[C:21]([N+:22]([O-:24])=[O:23])=[CH:20][N:19]=[C:18]([NH:25][CH2:26][C:27](=[O:33])[N:28]3[CH2:32][CH2:31][CH2:30][CH2:29]3)[N:17]=2)[CH2:10][CH2:9]1)(C)(C)C.C(O)(C(F)(F)F)=O.C([O-])(O)=O.[Na+], predict the reaction product. The product is: [NH2:7][C@H:8]1[CH2:9][CH2:10][C@H:11]([CH2:14][NH:15][C:16]2[C:21]([N+:22]([O-:24])=[O:23])=[CH:20][N:19]=[C:18]([NH:25][CH2:26][C:27](=[O:33])[N:28]3[CH2:32][CH2:31][CH2:30][CH2:29]3)[N:17]=2)[CH2:12][CH2:13]1. (3) Given the reactants Cl[S:2]([N:5]=[C:6]=[O:7])(=[O:4])=[O:3].[CH3:8][C:9]([OH:12])([CH3:11])[CH3:10].[CH3:13][O:14][C:15]1[CH:16]=[C:17]2[C:22](=[C:23]3[CH2:27][C:26]([CH3:29])([CH3:28])[O:25][C:24]=13)[C:21]([C:30]1[CH:31]=[C:32]([NH2:36])[CH:33]=[CH:34][CH:35]=1)=[N:20][C:19]([CH3:38])([CH3:37])[CH2:18]2.C(N(CC)CC)C, predict the reaction product. The product is: [CH3:8][C:9]([O:12][C:6](=[O:7])[NH:5][S:2]([NH:36][C:32]1[CH:33]=[CH:34][CH:35]=[C:30]([C:21]2[C:22]3[C:17](=[CH:16][C:15]([O:14][CH3:13])=[C:24]4[O:25][C:26]([CH3:28])([CH3:29])[CH2:27][C:23]4=3)[CH2:18][C:19]([CH3:38])([CH3:37])[N:20]=2)[CH:31]=1)(=[O:4])=[O:3])([CH3:11])[CH3:10]. (4) Given the reactants [O:1]=[C:2]1[C:8]2[CH:9]=[CH:10][CH:11]=[CH:12][C:7]=2[O:6][CH2:5][C@@H:4]2[CH2:13][CH2:14][C@H:15]([C:17]([OH:19])=O)[CH2:16][N:3]12.S(Cl)([Cl:22])=O, predict the reaction product. The product is: [O:1]=[C:2]1[C:8]2[CH:9]=[CH:10][CH:11]=[CH:12][C:7]=2[O:6][CH2:5][C@@H:4]2[CH2:13][CH2:14][C@H:15]([C:17]([Cl:22])=[O:19])[CH2:16][N:3]12. (5) The product is: [CH3:2][C:3]1([CH3:5])[CH2:4][N:9]([C:10]2[CH:11]=[N:12][CH:13]=[CH:14][C:15]=2[CH3:16])[C:7](=[O:8])[NH:6]1. Given the reactants Cl[CH2:2][C:3]([NH:6][C:7]([NH:9][C:10]1[CH:11]=[N:12][CH:13]=[CH:14][C:15]=1[CH3:16])=[O:8])([CH3:5])[CH3:4].[H-].[Na+].CO, predict the reaction product. (6) Given the reactants [NH2:1][C:2]1[NH:3][C:4]2[CH:10]=[CH:9][CH:8]=[CH:7][C:5]=2[N:6]=1.N1C=CC=CC=1.Cl[C:18]([O:20][CH2:21][C:22]([Cl:25])([Cl:24])[Cl:23])=[O:19].O, predict the reaction product. The product is: [NH:3]1[C:4]2[CH:10]=[CH:9][CH:8]=[CH:7][C:5]=2[N:6]=[C:2]1[NH:1][C:18](=[O:19])[O:20][CH2:21][C:22]([Cl:25])([Cl:24])[Cl:23]. (7) Given the reactants [NH2:1][C:2]1[C:11]([Br:12])=[CH:10][CH:9]=[CH:8][C:3]=1[C:4]([NH:6][CH3:7])=[O:5].[CH:13](OC)(OC)OC.Cl.O1CCOCC1.C(=O)(O)[O-].[Na+], predict the reaction product. The product is: [Br:12][C:11]1[CH:10]=[CH:9][CH:8]=[C:3]2[C:2]=1[N:1]=[CH:7][N:6]([CH3:13])[C:4]2=[O:5]. (8) Given the reactants Cl.[F:2][C:3]1[CH:8]=[CH:7][C:6]([CH:9]([OH:23])[CH:10]([NH2:22])[CH2:11][C:12]2[CH:17]=[CH:16][C:15]([C:18]([F:21])([F:20])[F:19])=[CH:14][CH:13]=2)=[CH:5][CH:4]=1.[Cl:24][C:25]1[C:33]([Cl:34])=[CH:32][CH:31]=[CH:30][C:26]=1[C:27](Cl)=[O:28].C(=O)([O-])O.[Na+], predict the reaction product. The product is: [Cl:24][C:25]1[C:33]([Cl:34])=[CH:32][CH:31]=[CH:30][C:26]=1[C:27]([NH:22][CH:10]([CH2:11][C:12]1[CH:17]=[CH:16][C:15]([C:18]([F:21])([F:20])[F:19])=[CH:14][CH:13]=1)[CH:9]([C:6]1[CH:5]=[CH:4][C:3]([F:2])=[CH:8][CH:7]=1)[OH:23])=[O:28]. (9) Given the reactants [CH3:1][C:2]1[N:3]([S:12]([C:15]2[CH:20]=[CH:19][CH:18]=[CH:17][CH:16]=2)(=[O:14])=[O:13])[CH:4]=[CH:5][C:6]=1[C:7](OCC)=[O:8].[H-].C([Al+]CC(C)C)C(C)C, predict the reaction product. The product is: [CH3:1][C:2]1[N:3]([S:12]([C:15]2[CH:20]=[CH:19][CH:18]=[CH:17][CH:16]=2)(=[O:13])=[O:14])[CH:4]=[CH:5][C:6]=1[CH2:7][OH:8].